Dataset: Reaction yield outcomes from USPTO patents with 853,638 reactions. Task: Predict the reaction yield, written as a fraction of the theoretical maximum amount of product (1.0 means a 100% yield; for example, 0.34 means a 34% yield). The reactants are ClC1C(=O)C(C#N)=C(C#N)C(=O)C=1Cl.[CH2:15]([O:17][C:18](=[O:42])[CH:19]([C:26]1[N:27]([C:35]2[CH:40]=[CH:39][C:38]([Cl:41])=[CH:37][CH:36]=2)[N:28]=[C:29]2[C:34]=1[CH2:33][CH2:32][CH2:31][CH2:30]2)[CH:20]1[CH2:25][CH2:24][CH2:23][CH2:22][CH2:21]1)[CH3:16]. The catalyst is O1CCOCC1. The product is [CH2:15]([O:17][C:18](=[O:42])[CH:19]([C:26]1[N:27]([C:35]2[CH:36]=[CH:37][C:38]([Cl:41])=[CH:39][CH:40]=2)[N:28]=[C:29]2[C:34]=1[CH:33]=[CH:32][CH:31]=[CH:30]2)[CH:20]1[CH2:25][CH2:24][CH2:23][CH2:22][CH2:21]1)[CH3:16]. The yield is 0.190.